Dataset: Retrosynthesis with 50K atom-mapped reactions and 10 reaction types from USPTO. Task: Predict the reactants needed to synthesize the given product. Given the product C=CC[C@@]1(C)C[C@H](c2cccc(Cl)c2)[C@@H](c2ccc(Cl)cc2)N([C@@H](CC)CN2CCN(S(=O)(=O)C3CC3)CC2)C1=O, predict the reactants needed to synthesize it. The reactants are: C=CC[C@@]1(C)C[C@H](c2cccc(Cl)c2)[C@@H](c2ccc(Cl)cc2)N([C@@H](CC)CN2CCNCC2)C1=O.O=S(=O)(Cl)C1CC1.